The task is: Predict which catalyst facilitates the given reaction.. This data is from Catalyst prediction with 721,799 reactions and 888 catalyst types from USPTO. (1) Reactant: [CH2:1]([S:8][CH:9]1[CH:13]([OH:14])[CH2:12][N:11]([C:15](=[O:32])[C@H:16]([CH2:28][CH:29]([CH3:31])[CH3:30])[NH:17][C:18]([O:20][CH2:21][C:22]2[CH:27]=[CH:26][CH:25]=[CH:24][CH:23]=2)=[O:19])[CH2:10]1)[C:2]1[CH:7]=[CH:6][CH:5]=[CH:4][CH:3]=1.CC(OI1(OC(C)=O)(OC(C)=O)OC(=O)C2C=CC=CC1=2)=O.CCCCCC.C(OCC)(=O)C. Product: [CH2:1]([S:8][CH:9]1[C:13](=[O:14])[CH2:12][N:11]([C:15](=[O:32])[C@H:16]([CH2:28][CH:29]([CH3:30])[CH3:31])[NH:17][C:18]([O:20][CH2:21][C:22]2[CH:23]=[CH:24][CH:25]=[CH:26][CH:27]=2)=[O:19])[CH2:10]1)[C:2]1[CH:7]=[CH:6][CH:5]=[CH:4][CH:3]=1. The catalyst class is: 4. (2) Reactant: C([O-])(=O)C=C.[CH3:6][CH:7]([NH:9][CH2:10][CH:11]([OH:24])[CH2:12][O:13][C:14]1[CH:15]=[CH:16][CH:17]=[C:18]2[CH:23]=[CH:22][CH:21]=[CH:20][C:19]=12)[CH3:8].Cl.O1C2C(=CC=CC=2)C=CC1=O. Product: [CH3:8][CH:7]([NH:9][CH2:10][CH:11]([OH:24])[CH2:12][O:13][C:14]1[CH:15]=[CH:16][CH:17]=[C:18]2[CH:23]=[CH:22][CH:21]=[CH:20][C:19]=12)[CH3:6]. The catalyst class is: 8. (3) Reactant: [C:1](=[N:14][C:15]1[CH:24]=[C:23](Cl)[C:22]2[C:17](=[CH:18][C:19]([S:26][C:27]3[CH:28]=[C:29]([C:33]4([C:39]#[N:40])[CH2:38][CH2:37][O:36][CH2:35][CH2:34]4)[CH:30]=[CH:31][CH:32]=3)=[CH:20][CH:21]=2)[N:16]=1)([C:8]1[CH:13]=[CH:12][CH:11]=[CH:10][CH:9]=1)[C:2]1[CH:7]=[CH:6][CH:5]=[CH:4][CH:3]=1.[F:41][C:42]1[CH:47]=[CH:46][C:45](B(O)O)=[CH:44][CH:43]=1.C(=O)([O-])[O-].[K+].[K+]. Product: [C:1](=[N:14][C:15]1[CH:24]=[C:23]([C:45]2[CH:46]=[CH:47][C:42]([F:41])=[CH:43][CH:44]=2)[C:22]2[C:17](=[CH:18][C:19]([S:26][C:27]3[CH:28]=[C:29]([C:33]4([C:39]#[N:40])[CH2:38][CH2:37][O:36][CH2:35][CH2:34]4)[CH:30]=[CH:31][CH:32]=3)=[CH:20][CH:21]=2)[N:16]=1)([C:8]1[CH:13]=[CH:12][CH:11]=[CH:10][CH:9]=1)[C:2]1[CH:7]=[CH:6][CH:5]=[CH:4][CH:3]=1. The catalyst class is: 104. (4) Reactant: [C:1]([C:5]1[CH:10]=[CH:9][N+:8]([O-])=[CH:7][CH:6]=1)([CH3:4])([CH3:3])[CH3:2].[OH-].[Na+].P(Br)(Br)([Br:16])=O. Product: [Br:16][C:9]1[CH:10]=[C:5]([C:1]([CH3:4])([CH3:3])[CH3:2])[CH:6]=[CH:7][N:8]=1. The catalyst class is: 26. (5) Reactant: C(OC(=O)[NH:7][C@H:8]([C:13](=[O:32])[NH:14][CH:15]1[CH2:21][CH2:20][CH2:19][N:18]([S:22]([C:25]2[CH:30]=[CH:29][CH:28]=[CH:27][N:26]=2)(=[O:24])=[O:23])[CH2:17][CH:16]1[OH:31])[CH2:9][CH:10]([CH3:12])[CH3:11])(C)(C)C.Cl. Product: [OH:31][CH:16]1[CH:15]([NH:14][C:13](=[O:32])[C@@H:8]([NH2:7])[CH2:9][CH:10]([CH3:12])[CH3:11])[CH2:21][CH2:20][CH2:19][N:18]([S:22]([C:25]2[CH:30]=[CH:29][CH:28]=[CH:27][N:26]=2)(=[O:24])=[O:23])[CH2:17]1. The catalyst class is: 71. (6) Reactant: Br[C:2]1[CH:7]=[CH:6][CH:5]=[C:4]([Br:8])[CH:3]=1.BrCCBr.[CH2:13](Br)[CH:14]=[CH2:15]. Product: [CH2:15]([C:2]1[CH:7]=[CH:6][CH:5]=[C:4]([Br:8])[CH:3]=1)[CH:14]=[CH2:13]. The catalyst class is: 28. (7) Reactant: O[CH2:2][C:3]1[CH:12]=[CH:11][C:6]([C:7]([O:9][CH3:10])=[O:8])=[C:5]([C:13]2[CH:18]=[CH:17][CH:16]=[CH:15][CH:14]=2)[CH:4]=1.S(Cl)([Cl:21])=O.[Cl-].[Li+]. Product: [CH3:10][O:9][C:7](=[O:8])[C:6]1[CH:11]=[CH:12][C:3]([CH2:2][Cl:21])=[CH:4][C:5]=1[C:13]1[CH:18]=[CH:17][CH:16]=[CH:15][CH:14]=1. The catalyst class is: 6. (8) Reactant: [NH2:1][C:2]1[S:3][C:4]([C:13](=[O:15])[NH2:14])=[CH:5][C:6]=1[CH2:7][C:8](OCC)=[O:9].C[Al](C)C. Product: [O:9]=[C:8]1[NH:1][C:2]2[S:3][C:4]([C:13]([NH2:14])=[O:15])=[CH:5][C:6]=2[CH2:7]1. The catalyst class is: 4. (9) Reactant: [NH2:1][C:2]1[S:6][N:5]=[C:4](/[C:7](=[N:38]/[O:39][C:40]([C:43]([O:45]C(C)(C)C)=[O:44])([CH3:42])[CH3:41])/[C:8]([NH:10][C@@H:11]2[C:36](=[O:37])[N:13]3[C:14]([C:20]([O:22]C(C4C=CC=CC=4)C4C=CC=CC=4)=[O:21])=[C:15]([CH2:18]I)[CH2:16][S:17][C@H:12]23)=[O:9])[N:3]=1.C[Si](C)(C)NC(=O)C.[CH3:58][N:59]1[C:63]([NH:64]C(C2C=CC=CC=2)(C2C=CC=CC=2)C2C=CC=CC=2)=[C:62]([NH:84][C:85]([NH:87][C@H:88]2[CH2:92][CH2:91][N:90](C(OC(C)(C)C)=O)[CH2:89]2)=[O:86])[CH:61]=[N:60]1.C(OCC)(=O)C. Product: [NH2:64][C:63]1[N:59]([CH3:58])[N+:60]([CH2:18][C:15]2[CH2:16][S:17][C@@H:12]3[C@H:11]([NH:10][C:8](=[O:9])/[C:7](/[C:4]4[N:3]=[C:2]([NH2:1])[S:6][N:5]=4)=[N:38]\[O:39][C:40]([C:43]([OH:45])=[O:44])([CH3:41])[CH3:42])[C:36](=[O:37])[N:13]3[C:14]=2[C:20]([O-:22])=[O:21])=[CH:61][C:62]=1[NH:84][C:85]([NH:87][C@H:88]1[CH2:92][CH2:91][NH:90][CH2:89]1)=[O:86]. The catalyst class is: 35. (10) Reactant: [F:1][C:2]([F:12])([F:11])[O:3][C:4]1[CH:9]=[CH:8][CH:7]=[CH:6][C:5]=1[OH:10].C(=O)([O-])[O-].[K+].[K+].[CH2:19](Br)[C:20]#[CH:21]. Product: [CH2:21]([O:10][C:5]1[CH:6]=[CH:7][CH:8]=[CH:9][C:4]=1[O:3][C:2]([F:11])([F:12])[F:1])[C:20]#[CH:19]. The catalyst class is: 47.